From a dataset of Full USPTO retrosynthesis dataset with 1.9M reactions from patents (1976-2016). Predict the reactants needed to synthesize the given product. (1) Given the product [CH3:33][S:30]([C:27]1[CH:28]=[CH:29][C:24]([N:21]2[C:17]3=[N:18][CH:19]=[N:20][C:15]([O:14][CH:11]4[CH2:12][CH2:13][NH:8][CH2:9][CH2:10]4)=[C:16]3[CH:23]=[N:22]2)=[CH:25][CH:26]=1)(=[O:31])=[O:32], predict the reactants needed to synthesize it. The reactants are: C(OC([N:8]1[CH2:13][CH2:12][CH:11]([O:14][C:15]2[N:20]=[CH:19][N:18]=[C:17]3[N:21]([C:24]4[CH:29]=[CH:28][C:27]([S:30]([CH3:33])(=[O:32])=[O:31])=[CH:26][CH:25]=4)[N:22]=[CH:23][C:16]=23)[CH2:10][CH2:9]1)=O)(C)(C)C.C(#N)C.ClCCl.Cl. (2) Given the product [CH2:16]([O:15][C:12]1[CH:11]=[CH:10][C:9]([C:8]2[C:3]([O:2][CH3:1])=[CH:4][CH:5]=[C:6]([CH2:22][CH:23]([OH:26])[CH2:24][OH:25])[CH:7]=2)=[CH:14][CH:13]=1)[CH:21]=[CH2:20], predict the reactants needed to synthesize it. The reactants are: [CH3:1][O:2][C:3]1[C:8]([C:9]2[CH:14]=[CH:13][C:12]([O:15][CH:16]3[CH2:21][CH2:20]CCO3)=[CH:11][CH:10]=2)=[CH:7][C:6]([CH2:22][CH:23]([OH:26])[CH2:24][OH:25])=[CH:5][CH:4]=1.CC1C=CC(S(O)(=O)=O)=CC=1. (3) Given the product [Si:1]([O:8][CH2:9][C:10]1[N:11]([CH3:23])[C:12]2[C:17]([CH:18]=1)=[CH:16][C:15]1[C:19](=[N:29][CH2:28][C:27]3[CH:30]=[CH:31][C:32]([O:34][CH3:35])=[CH:33][C:26]=3[O:25][CH3:24])[CH2:20][CH2:21][C:14]=1[CH:13]=2)([C:4]([CH3:5])([CH3:6])[CH3:7])([CH3:2])[CH3:3], predict the reactants needed to synthesize it. The reactants are: [Si:1]([O:8][CH2:9][C:10]1[N:11]([CH3:23])[C:12]2[C:17]([CH:18]=1)=[CH:16][C:15]1[C:19](=O)[CH2:20][CH2:21][C:14]=1[CH:13]=2)([C:4]([CH3:7])([CH3:6])[CH3:5])([CH3:3])[CH3:2].[CH3:24][O:25][C:26]1[CH:33]=[C:32]([O:34][CH3:35])[CH:31]=[CH:30][C:27]=1[CH2:28][NH2:29].CCN(CC)CC. (4) Given the product [N+:1]([C:4]1[CH:5]=[C:6]([CH:10]=[CH:11][CH:12]=1)[C:7]([NH:22][CH2:23][C:24]([NH:26][CH:27]([C:34]1[CH:35]=[CH:36][CH:37]=[CH:38][CH:39]=1)[CH2:28][C:29]([O:31][CH2:32][CH3:33])=[O:30])=[O:25])=[O:8])([O-:3])=[O:2], predict the reactants needed to synthesize it. The reactants are: [N+:1]([C:4]1[CH:5]=[C:6]([CH:10]=[CH:11][CH:12]=1)[C:7](Cl)=[O:8])([O-:3])=[O:2].C(N(C(C)C)CC)(C)C.[NH2:22][CH2:23][C:24]([NH:26][CH:27]([C:34]1[CH:39]=[CH:38][CH:37]=[CH:36][CH:35]=1)[CH2:28][C:29]([O:31][CH2:32][CH3:33])=[O:30])=[O:25].O. (5) Given the product [N:18]1([NH:24][C:15]([C:7]2[CH:6]=[CH:5][C:4]([CH:1]3[CH2:2][CH2:3]3)=[C:9]([O:10][CH2:11][CH:12]3[CH2:13][CH2:14]3)[N:8]=2)=[O:17])[CH2:23][CH2:22][CH2:21][CH2:20][CH2:19]1, predict the reactants needed to synthesize it. The reactants are: [CH:1]1([C:4]2[CH:5]=[CH:6][C:7]([C:15]([OH:17])=O)=[N:8][C:9]=2[O:10][CH2:11][CH:12]2[CH2:14][CH2:13]2)[CH2:3][CH2:2]1.[N:18]1([NH2:24])[CH2:23][CH2:22][CH2:21][CH2:20][CH2:19]1. (6) The reactants are: [S:1]1[CH:5]=[CH:4][CH:3]=[C:2]1[C:6]([NH:8][NH2:9])=O.Cl[C:11]1[N:16]=[N:15][C:14]([C:17]2[CH:18]=[C:19]([NH:23][C:24]([C:26]3[CH:34]=[CH:33][C:29]4[O:30][CH2:31][O:32][C:28]=4[CH:27]=3)=[O:25])[CH:20]=[CH:21][CH:22]=2)=[CH:13][CH:12]=1. Given the product [S:1]1[CH:5]=[CH:4][CH:3]=[C:2]1[C:6]1[N:16]2[N:15]=[C:14]([C:17]3[CH:18]=[C:19]([NH:23][C:24]([C:26]4[CH:34]=[CH:33][C:29]5[O:30][CH2:31][O:32][C:28]=5[CH:27]=4)=[O:25])[CH:20]=[CH:21][CH:22]=3)[CH:13]=[CH:12][C:11]2=[N:9][N:8]=1, predict the reactants needed to synthesize it. (7) Given the product [Cl:18][C:11]1[CH:10]=[C:9](/[CH:8]=[C:4]2/[C:5](=[O:7])[N:6]3[CH:20]=[C:21]([C:23]4[CH:24]=[CH:25][C:26]([O:29][CH:30]([F:31])[F:32])=[CH:27][CH:28]=4)[N:1]=[C:2]3[S:3]/2)[CH:14]=[C:13]([O:15][CH3:16])[C:12]=1[OH:17], predict the reactants needed to synthesize it. The reactants are: [NH2:1][C:2]1[S:3]/[C:4](=[CH:8]\[C:9]2[CH:14]=[C:13]([O:15][CH3:16])[C:12]([OH:17])=[C:11]([Cl:18])[CH:10]=2)/[C:5](=[O:7])[N:6]=1.Br[CH2:20][C:21]([C:23]1[CH:28]=[CH:27][C:26]([O:29][CH:30]([F:32])[F:31])=[CH:25][CH:24]=1)=O. (8) Given the product [C:3]([C:7]1[N:12]=[C:11]([NH:13][CH2:14][CH2:15][CH2:16][O:17][CH3:18])[C:10]([C:19]([N:21]([CH2:36][CH:37]([CH3:39])[CH3:38])[C@H:22]2[CH2:27][C@@H:26]([C:28]([N:30]3[CH2:35][CH2:34][O:33][CH2:32][CH2:31]3)=[O:29])[CH2:25][NH:24][CH2:23]2)=[O:20])=[CH:9][N:8]=1)([CH3:5])([CH3:6])[CH3:4], predict the reactants needed to synthesize it. The reactants are: Cl.Cl.[C:3]([C:7]1[N:12]=[C:11]([NH:13][CH2:14][CH2:15][CH2:16][O:17][CH3:18])[C:10]([C:19]([N:21]([CH2:36][CH:37]([CH3:39])[CH3:38])[C@H:22]2[CH2:27][C@@H:26]([C:28]([N:30]3[CH2:35][CH2:34][O:33][CH2:32][CH2:31]3)=[O:29])[CH2:25][NH:24][CH2:23]2)=[O:20])=[CH:9][N:8]=1)([CH3:6])([CH3:5])[CH3:4].C(=O)([O-])O.[Na+].